Dataset: Full USPTO retrosynthesis dataset with 1.9M reactions from patents (1976-2016). Task: Predict the reactants needed to synthesize the given product. (1) Given the product [Cl:1][C:2]1[CH:9]=[CH:8][C:5]([C:6](=[O:7])[CH:6]([C:5]2[CH:8]=[CH:9][C:2]([Cl:1])=[CH:3][CH:4]=2)[OH:13])=[CH:4][CH:3]=1, predict the reactants needed to synthesize it. The reactants are: [Cl:1][C:2]1[CH:9]=[CH:8][C:5]([CH:6]=[O:7])=[CH:4][CH:3]=1.[C-]#N.[K+].[OH2:13]. (2) Given the product [CH2:24]1[C:25]2[C:30](=[CH:29][CH:28]=[CH:27][CH:26]=2)[C:22]([C:20]([CH3:21])([CH3:19])[CH2:1][C:2]2[S:3][CH:4]=[C:5]([CH3:7])[N:6]=2)=[CH:23]1, predict the reactants needed to synthesize it. The reactants are: [CH3:1][C:2]1[S:3][CH:4]=[C:5]([CH3:7])[N:6]=1.C([Li])CCC.CCCCCC.[CH3:19][C:20](=[C:22]1[C:30]2[C:25](=[CH:26][CH:27]=[CH:28][CH:29]=2)[CH:24]=[CH:23]1)[CH3:21].[Cl-].[NH4+]. (3) Given the product [O:12]([C:13]1[C:21]2[C:16](=[CH:17][CH:18]=[C:19]([Br:22])[CH:20]=2)[NH:15][CH:14]=1)[C@@H:11]1[O:26][C@@H:27]([CH2:38][OH:39])[C@H:28]([OH:29])[C@H:10]1[OH:9], predict the reactants needed to synthesize it. The reactants are: C([O:9][C@@H:10]1[C@@H:28]([O:29]C(=O)C2C=CC=CC=2)[C@H:27]([CH2:38][O:39]C(=O)C2C=CC=CC=2)[O:26][C@H:11]1[O:12][C:13]1[C:21]2[C:16](=[CH:17][CH:18]=[C:19]([Br:22])[CH:20]=2)[N:15](C(=O)C)[CH:14]=1)(=O)C1C=CC=CC=1.C[O-].[Na+]. (4) Given the product [CH3:1][O:2][C:3](=[O:29])[N:4]=[C:5]([S:27][CH3:28])[C:6](=[N:18][C:19]1[CH:24]=[CH:23][C:22]([C:25]#[N:26])=[CH:21][CH:20]=1)[C:7]1[CH:12]=[C:11]([O:13][CH3:14])[C:10]([O:34][CH3:33])=[CH:9][C:8]=1[F:17], predict the reactants needed to synthesize it. The reactants are: [CH3:1][O:2][C:3](=[O:29])[N:4]=[C:5]([S:27][CH3:28])[C:6](=[N:18][C:19]1[CH:24]=[CH:23][C:22]([C:25]#[N:26])=[CH:21][CH:20]=1)[C:7]1[CH:12]=[C:11]([O:13][CH3:14])[CH:10]=[C:9](OC)[C:8]=1[F:17].FC1C=C(OC)C(OC)=CC=1[CH:33]=[O:34].